This data is from Forward reaction prediction with 1.9M reactions from USPTO patents (1976-2016). The task is: Predict the product of the given reaction. (1) Given the reactants C(O[NH:4][CH2:5][CH2:6][C:7]1[CH:12]=[CH:11][C:10]([NH:13][CH:14]2[CH2:19][CH2:18][N:17]([C:20](=[O:48])[NH:21][CH2:22][C:23]3[CH:28]=[CH:27][C:26]([O:29][Si](C(C)(C)C)(C4C=CC=CC=4)C4C=CC=CC=4)=[CH:25][C:24]=3[F:47])[CH2:16][CH2:15]2)=[CH:9][CH:8]=1)=O.C([Si]([O:66][C:67]1[CH:72]=[CH:71][CH:70]=[C:69]([O:73][CH2:74][CH:75]2[CH2:77][O:76]2)[CH:68]=1)(C1C=CC=CC=1)C1C=CC=CC=1)(C)(C)C, predict the reaction product. The product is: [F:47][C:24]1[CH:25]=[C:26]([OH:29])[CH:27]=[CH:28][C:23]=1[CH2:22][NH:21][C:20]([N:17]1[CH2:16][CH2:15][CH:14]([NH:13][C:10]2[CH:9]=[CH:8][C:7]([CH2:6][CH2:5][NH:4][CH2:77][C@H:75]([OH:76])[CH2:74][O:73][C:69]3[CH:70]=[CH:71][CH:72]=[C:67]([OH:66])[CH:68]=3)=[CH:12][CH:11]=2)[CH2:19][CH2:18]1)=[O:48]. (2) The product is: [CH2:1]([C:8]1[CH:17]=[C:16]2[C:11]([C:12]([OH:28])=[C:13]([C:23]([NH:33][CH:29]3[CH2:32][CH2:31][CH2:30]3)=[O:24])[C:14](=[O:22])[N:15]2[CH2:18][CH:19]2[CH2:21][CH2:20]2)=[N:10][CH:9]=1)[C:2]1[CH:3]=[CH:4][CH:5]=[CH:6][CH:7]=1. Given the reactants [CH2:1]([C:8]1[CH:17]=[C:16]2[C:11]([C:12]([OH:28])=[C:13]([C:23](OCC)=[O:24])[C:14](=[O:22])[N:15]2[CH2:18][CH:19]2[CH2:21][CH2:20]2)=[N:10][CH:9]=1)[C:2]1[CH:7]=[CH:6][CH:5]=[CH:4][CH:3]=1.[CH:29]1([NH2:33])[CH2:32][CH2:31][CH2:30]1, predict the reaction product.